This data is from Catalyst prediction with 721,799 reactions and 888 catalyst types from USPTO. The task is: Predict which catalyst facilitates the given reaction. Reactant: [F:1][C:2]1[CH:7]=[C:6]([CH2:8][CH2:9][CH3:10])[CH:5]=[C:4]([F:11])[C:3]=1[OH:12].[F:13][C:14]1[CH:15]=[C:16]([CH:19]=[C:20]([F:22])[CH:21]=1)[CH2:17]O.C1(P(C2C=CC=CC=2)C2C=CC=CC=2)C=CC=CC=1.CC(OC(/N=N/C(OC(C)C)=O)=O)C. Product: [F:13][C:14]1[CH:15]=[C:16]([CH2:17][O:12][C:3]2[C:2]([F:1])=[CH:7][C:6]([CH2:8][CH2:9][CH3:10])=[CH:5][C:4]=2[F:11])[CH:19]=[C:20]([F:22])[CH:21]=1. The catalyst class is: 90.